This data is from Forward reaction prediction with 1.9M reactions from USPTO patents (1976-2016). The task is: Predict the product of the given reaction. (1) The product is: [Cl:38][C:37]1[CH:36]=[CH:35][CH:34]=[C:33]([Cl:39])[C:32]=1[C:25]1[C:24]([CH2:23][O:1][C:2]2[CH:3]=[CH:4][C:5]([C:8]3[CH:17]=[C:16]4[C:11]([C:12]([C:18]([O:20][CH3:21])=[O:19])=[CH:13][CH:14]=[N:15]4)=[CH:10][CH:9]=3)=[CH:6][CH:7]=2)=[C:28]([CH:29]([CH3:31])[CH3:30])[O:27][N:26]=1. Given the reactants [OH:1][C:2]1[CH:7]=[CH:6][C:5]([C:8]2[CH:17]=[C:16]3[C:11]([C:12]([C:18]([O:20][CH3:21])=[O:19])=[CH:13][CH:14]=[N:15]3)=[CH:10][CH:9]=2)=[CH:4][CH:3]=1.Cl[CH2:23][C:24]1[C:25]([C:32]2[C:37]([Cl:38])=[CH:36][CH:35]=[CH:34][C:33]=2[Cl:39])=[N:26][O:27][C:28]=1[CH:29]([CH3:31])[CH3:30].C([O-])([O-])=O.[K+].[K+].CCOC(C)=O, predict the reaction product. (2) Given the reactants [Br:1][C:2]1[CH:7]=[C:6]([CH2:8]Cl)[C:5]([F:10])=[CH:4][N:3]=1.C([O-])([O-])=O.[K+].[K+].[C:17]([O:21][C:22]([NH:24][C:25](=[O:31])[O:26][C:27]([CH3:30])([CH3:29])[CH3:28])=[O:23])([CH3:20])([CH3:19])[CH3:18], predict the reaction product. The product is: [Br:1][C:2]1[CH:7]=[C:6]([CH2:8][N:24]([C:22]([O:21][C:17]([CH3:20])([CH3:19])[CH3:18])=[O:23])[C:25](=[O:31])[O:26][C:27]([CH3:29])([CH3:30])[CH3:28])[C:5]([F:10])=[CH:4][N:3]=1. (3) Given the reactants [NH2:1][C:2]1[O:3][C:4]([C:7]2[O:8][CH:9]=[CH:10][CH:11]=2)=[N:5][N:6]=1.C1C=NC2N(O)N=NC=2C=1.CN(C(ON1N=NC2C=CC=NC1=2)=[N+](C)C)C.F[P-](F)(F)(F)(F)F.C(N(CC)C(C)C)(C)C.[C:55]1([C:61]2[N:66]=[C:65]3[N:67]=[C:68]([N:70]4[CH2:75][CH2:74][CH2:73][CH2:72][CH2:71]4)[S:69][C:64]3=[C:63]([C:76](O)=[O:77])[CH:62]=2)[CH:60]=[CH:59][CH:58]=[CH:57][CH:56]=1, predict the reaction product. The product is: [O:8]1[CH:9]=[CH:10][CH:11]=[C:7]1[C:4]1[O:3][C:2]([NH:1][C:76]([C:63]2[CH:62]=[C:61]([C:55]3[CH:56]=[CH:57][CH:58]=[CH:59][CH:60]=3)[N:66]=[C:65]3[N:67]=[C:68]([N:70]4[CH2:75][CH2:74][CH2:73][CH2:72][CH2:71]4)[S:69][C:64]=23)=[O:77])=[N:6][N:5]=1.